This data is from Reaction yield outcomes from USPTO patents with 853,638 reactions. The task is: Predict the reaction yield, written as a fraction of the theoretical maximum amount of product (1.0 means a 100% yield; for example, 0.34 means a 34% yield). (1) The reactants are Cl.[N+:2]([C:5]1[CH:16]=[CH:15][C:8]([O:9][C@H:10]2[CH2:14][CH2:13][NH:12][CH2:11]2)=[CH:7][CH:6]=1)([O-:4])=[O:3].[C:17](Cl)(=[O:19])[CH3:18]. The catalyst is C(Cl)Cl. The product is [N+:2]([C:5]1[CH:16]=[CH:15][C:8]([O:9][C@H:10]2[CH2:14][CH2:13][N:12]([C:17](=[O:19])[CH3:18])[CH2:11]2)=[CH:7][CH:6]=1)([O-:4])=[O:3]. The yield is 0.880. (2) The reactants are [N:1]([CH2:4][C@@H:5]1[C@H:9]2[O:10][C:11]([CH3:14])([CH3:13])[O:12][C@H:8]2[C@H:7]([N:15]2[CH:23]=[N:22][C:21]3[C:16]2=[N:17][CH:18]=[N:19][C:20]=3[NH:24][CH2:25][C:26]2[CH:31]=[CH:30][C:29]([O:32][CH3:33])=[CH:28][C:27]=2[O:34][CH3:35])[CH2:6]1)=[N+]=[N-].CP(C)C.O. The catalyst is C1COCC1.C(Cl)Cl. The product is [NH2:1][CH2:4][C@@H:5]1[C@H:9]2[O:10][C:11]([CH3:13])([CH3:14])[O:12][C@H:8]2[C@H:7]([N:15]2[CH:23]=[N:22][C:21]3[C:16]2=[N:17][CH:18]=[N:19][C:20]=3[NH:24][CH2:25][C:26]2[CH:31]=[CH:30][C:29]([O:32][CH3:33])=[CH:28][C:27]=2[O:34][CH3:35])[CH2:6]1. The yield is 0.980. (3) The reactants are [N:1]([CH2:4][C:5]1[CH:6]=[C:7]([CH:39]=[CH:40][CH:41]=1)[C:8]([NH:10][C:11]1[CH:16]=[CH:15][C:14]([N:17]2[CH2:22][CH2:21][CH2:20][CH2:19][CH2:18]2)=[CH:13][C:12]=1[C:23]([NH:25]/[N:26]=[CH:27]/[C:28]1[CH:33]=[CH:32][C:31]([Cl:34])=[C:30]([C:35]([F:38])([F:37])[F:36])[CH:29]=1)=[O:24])=[O:9])=[N+:2]=[N-:3].[C:42]([OH:54])(=[O:53])[CH2:43][CH2:44][CH2:45][CH2:46][CH2:47][CH2:48][CH2:49][CH2:50][C:51]#[CH:52]. No catalyst specified. The product is [Cl:34][C:31]1[CH:32]=[CH:33][C:28](/[CH:27]=[N:26]/[NH:25][C:23]([C:12]2[CH:13]=[C:14]([N:17]3[CH2:18][CH2:19][CH2:20][CH2:21][CH2:22]3)[CH:15]=[CH:16][C:11]=2[NH:10][C:8]([C:7]2[CH:6]=[C:5]([CH:41]=[CH:40][CH:39]=2)[CH2:4][N:1]2[CH:52]=[C:51]([CH2:50][CH2:49][CH2:48][CH2:47][CH2:46][CH2:45][CH2:44][CH2:43][C:42]([OH:54])=[O:53])[N:3]=[N:2]2)=[O:9])=[O:24])=[CH:29][C:30]=1[C:35]([F:38])([F:36])[F:37]. The yield is 0.440. (4) The reactants are [CH3:1][O:2][CH2:3][O:4][C:5]1[CH:6]=[CH:7][C:8]([CH2:11][C:12]([CH3:15])([CH3:14])[CH3:13])=[N:9][CH:10]=1.C1C=C(Cl)C=C(C(OO)=[O:24])C=1. The catalyst is C(Cl)Cl. The product is [CH3:1][O:2][CH2:3][O:4][C:5]1[CH:6]=[CH:7][C:8]([CH2:11][C:12]([CH3:15])([CH3:14])[CH3:13])=[N+:9]([O-:24])[CH:10]=1. The yield is 0.997.